Dataset: NCI-60 drug combinations with 297,098 pairs across 59 cell lines. Task: Regression. Given two drug SMILES strings and cell line genomic features, predict the synergy score measuring deviation from expected non-interaction effect. Drug 1: CNC(=O)C1=CC=CC=C1SC2=CC3=C(C=C2)C(=NN3)C=CC4=CC=CC=N4. Drug 2: CS(=O)(=O)CCNCC1=CC=C(O1)C2=CC3=C(C=C2)N=CN=C3NC4=CC(=C(C=C4)OCC5=CC(=CC=C5)F)Cl. Cell line: SK-MEL-5. Synergy scores: CSS=-11.3, Synergy_ZIP=6.47, Synergy_Bliss=1.36, Synergy_Loewe=-8.10, Synergy_HSA=-7.15.